This data is from Catalyst prediction with 721,799 reactions and 888 catalyst types from USPTO. The task is: Predict which catalyst facilitates the given reaction. (1) Reactant: [O-:1]S([O-])(=O)=O.[Na+].[Na+].C1C=C(Cl)C=C(C(OO)=O)C=1.[CH2:19]([O:21][C:22]([C:24]1[C:25]([C:32]2[CH:37]=[CH:36][CH:35]=[CH:34][C:33]=2[F:38])=[N:26][C:27]([S:30][CH3:31])=[N:28][CH:29]=1)=[O:23])[CH3:20].C([O-])(O)=O.[Na+]. Product: [CH2:19]([O:21][C:22]([C:24]1[C:25]([C:32]2[CH:37]=[CH:36][CH:35]=[CH:34][C:33]=2[F:38])=[N:26][C:27]([S:30]([CH3:31])=[O:1])=[N:28][CH:29]=1)=[O:23])[CH3:20]. The catalyst class is: 2. (2) The catalyst class is: 362. Reactant: C1(P(C2C=CC=CC=2)C2C=CC=CC=2)C=CC=CC=1.N(C(OC(C)(C)C)=O)=NC(OC(C)(C)C)=O.[OH:36][C:37]1[CH:38]=[C:39]2[C:44](=[CH:45][CH:46]=1)[C:43](=[O:47])[NH:42][CH:41]=[CH:40]2.[N:48]1[CH:53]=[CH:52][CH:51]=[C:50]([CH2:54][CH2:55][N:56]([CH2:61][C:62]2[CH:67]=[CH:66][N:65]=[CH:64][CH:63]=2)[CH2:57][CH2:58][CH2:59]O)[CH:49]=1.C(OC(=O)C)C.[ClH:74]. Product: [ClH:74].[ClH:74].[ClH:74].[N:48]1[CH:53]=[CH:52][CH:51]=[C:50]([CH2:54][CH2:55][N:56]([CH2:61][C:62]2[CH:63]=[CH:64][N:65]=[CH:66][CH:67]=2)[CH2:57][CH2:58][CH2:59][O:36][C:37]2[CH:38]=[C:39]3[C:44](=[CH:45][CH:46]=2)[C:43](=[O:47])[NH:42][CH:41]=[CH:40]3)[CH:49]=1. (3) Reactant: Br[C:2]1[CH:3]=[C:4]([C:9]2[N:10]=[N:11][N:12]([CH:14]([CH3:16])[CH3:15])[CH:13]=2)[C:5]([NH2:8])=[N:6][CH:7]=1.[N:17]1([C:23]([C:25]2[CH:30]=[CH:29][C:28](B(O)O)=[CH:27][CH:26]=2)=[O:24])[CH2:22][CH2:21][O:20][CH2:19][CH2:18]1.O.C([O-])([O-])=O.[Cs+].[Cs+]. Product: [NH2:8][C:5]1[N:6]=[CH:7][C:2]([C:28]2[CH:27]=[CH:26][C:25]([C:23]([N:17]3[CH2:22][CH2:21][O:20][CH2:19][CH2:18]3)=[O:24])=[CH:30][CH:29]=2)=[CH:3][C:4]=1[C:9]1[N:10]=[N:11][N:12]([CH:14]([CH3:16])[CH3:15])[CH:13]=1. The catalyst class is: 752. (4) Reactant: [NH2:1][C:2]1[C:7]([F:8])=[CH:6][N:5]=[C:4]([OH:9])[N:3]=1.CO[CH:12](OC)[N:13]([CH3:15])[CH3:14]. Product: [F:8][C:7]1[C:2](/[N:1]=[CH:12]/[N:13]([CH3:15])[CH3:14])=[N:3][C:4](=[O:9])[NH:5][CH:6]=1. The catalyst class is: 215. (5) Reactant: [CH3:1][S:2]([C:5]1[CH:10]=[CH:9][C:8]([C:11]2[CH:12]=[N:13][C:14]([O:17][CH2:18][CH:19]3[CH2:24][CH2:23][N:22]([C:25]([O:27]C(C)(C)C)=[O:26])[CH2:21][CH2:20]3)=[N:15][CH:16]=2)=[CH:7][CH:6]=1)(=[O:4])=[O:3].C(O)(C(F)(F)F)=O.ClC(O[CH2:43][C:44]1[CH:49]=[CH:48][CH:47]=[CH:46][CH:45]=1)=O.C(N(CC)CC)C. Product: [CH3:1][S:2]([C:5]1[CH:6]=[CH:7][C:8]([C:11]2[CH:12]=[N:13][C:14]([O:17][CH2:18][CH:19]3[CH2:20][CH2:21][N:22]([C:25]([O:27][CH2:43][C:44]4[CH:49]=[CH:48][CH:47]=[CH:46][CH:45]=4)=[O:26])[CH2:23][CH2:24]3)=[N:15][CH:16]=2)=[CH:9][CH:10]=1)(=[O:3])=[O:4]. The catalyst class is: 2.